This data is from Forward reaction prediction with 1.9M reactions from USPTO patents (1976-2016). The task is: Predict the product of the given reaction. The product is: [CH2:1]([NH:9][C:10]1[CH:19]=[C:18]2[C:13]([CH:14]=[CH:15][CH:16]=[C:17]2[N:20]2[CH2:21][CH2:22][N:23]([CH3:26])[CH2:24][CH2:25]2)=[CH:12][CH:11]=1)[C:2]1[CH:3]=[CH:4][CH:5]=[CH:6][CH:7]=1. Given the reactants [C:1]([NH:9][C:10]1[CH:19]=[C:18]2[C:13]([CH:14]=[CH:15][CH:16]=[C:17]2[N:20]2[CH2:25][CH2:24][N:23]([CH3:26])[CH2:22][CH2:21]2)=[CH:12][CH:11]=1)(=O)[C:2]1[CH:7]=[CH:6][CH:5]=[CH:4][CH:3]=1.CSC.B.Cl.C(OCC)(=O)C, predict the reaction product.